Dataset: Forward reaction prediction with 1.9M reactions from USPTO patents (1976-2016). Task: Predict the product of the given reaction. (1) Given the reactants [C:1]1([C:7](O)([C:9]#[CH:10])C)[CH:6]=[CH:5][CH:4]=[CH:3][CH:2]=1.BrC1[CH:14]=[N+:15]([O-:23])[CH:16]=[C:17]([C:19]([OH:22])([CH3:21])[CH3:20])[CH:18]=1.[CH:24]([NH:27][C:28]([C:30]1[C:39](=[O:40])[C:38]2[C:33](=[N:34][CH:35]=[CH:36][CH:37]=2)[N:32](C2C=CC=C(Br)C=2)[CH:31]=1)=[O:29])([CH3:26])[CH3:25], predict the reaction product. The product is: [CH:24]([NH:27][C:28]([C:30]1[C:39](=[O:40])[C:38]2[C:33](=[N:34][CH:35]=[CH:36][CH:37]=2)[N:32]([C:5]2[CH:4]=[CH:3][CH:2]=[C:1]([C:7]#[C:9][C:10]3[CH:14]=[N+:15]([O-:23])[CH:16]=[C:17]([C:19]([OH:22])([CH3:21])[CH3:20])[CH:18]=3)[CH:6]=2)[CH:31]=1)=[O:29])([CH3:25])[CH3:26]. (2) Given the reactants [Br-].[CH2:2]([N+:4]1[CH:8]=[CH:7][N:6]([C:9]2[C:14]([CH3:15])=[CH:13][C:12]([CH3:16])=[CH:11][C:10]=2[CH3:17])[CH:5]=1)[CH3:3].[F:18][P-:19]([F:24])([F:23])([F:22])([F:21])[F:20].[NH4+], predict the reaction product. The product is: [F:18][P-:19]([F:24])([F:23])([F:22])([F:21])[F:20].[CH2:2]([N+:4]1[CH:8]=[CH:7][N:6]([C:9]2[C:14]([CH3:15])=[CH:13][C:12]([CH3:16])=[CH:11][C:10]=2[CH3:17])[CH:5]=1)[CH3:3].